Dataset: Catalyst prediction with 721,799 reactions and 888 catalyst types from USPTO. Task: Predict which catalyst facilitates the given reaction. (1) Reactant: N(OC(C)(C)C)=O.[Br:8][C:9]1[CH:15]=[C:14]([O:16][C:17]([F:20])([F:19])[F:18])[CH:13]=[CH:12][C:10]=1N.[ClH:21]. Product: [Br:8][C:9]1[CH:15]=[C:14]([O:16][C:17]([F:20])([F:19])[F:18])[CH:13]=[CH:12][C:10]=1[Cl:21]. The catalyst class is: 879. (2) Reactant: Br[CH2:2][C:3]1[C:4]([C:32]2[CH:37]=[CH:36][C:35]([N+:38]([O-:40])=[O:39])=[CH:34][CH:33]=2)=[CH:5][N:6]2[C:11]=1[C:10](=[O:12])[N:9]([C:13]1[CH:18]=[CH:17][CH:16]=[C:15]([O:19][CH3:20])[C:14]=1[F:21])[C:8](=[O:22])[N:7]2[CH2:23][C:24]1[C:29]([F:30])=[CH:28][CH:27]=[CH:26][C:25]=1[F:31].[CH:41]([N:44](CC)[CH:45](C)C)(C)C.CNC. Product: [F:30][C:29]1[CH:28]=[CH:27][CH:26]=[C:25]([F:31])[C:24]=1[CH2:23][N:7]1[C:8](=[O:22])[N:9]([C:13]2[CH:18]=[CH:17][CH:16]=[C:15]([O:19][CH3:20])[C:14]=2[F:21])[C:10](=[O:12])[C:11]2=[C:3]([CH2:2][N:44]([CH3:45])[CH3:41])[C:4]([C:32]3[CH:33]=[CH:34][C:35]([N+:38]([O-:40])=[O:39])=[CH:36][CH:37]=3)=[CH:5][N:6]12. The catalyst class is: 1. (3) Reactant: [NH2:1][C:2]1[C:7]([N+:8]([O-:10])=[O:9])=[C:6](Cl)[N:5]=[CH:4][N:3]=1.C(N(CC)CC)C.[NH2:19][C@H:20]1[CH2:24][C@@H:23]([CH2:25][OH:26])[C@H:22]([OH:27])[C@@H:21]1[OH:28]. Product: [NH2:1][C:2]1[N:3]=[CH:4][N:5]=[C:6]([NH:19][C@H:20]2[CH2:24][C@@H:23]([CH2:25][OH:26])[C@H:22]([OH:27])[C@@H:21]2[OH:28])[C:7]=1[N+:8]([O-:10])=[O:9]. The catalyst class is: 35. (4) Reactant: [F:1][CH:2]([F:35])[CH2:3][C:4]([N:18]1[C:26]2[C:21](=[C:22]([NH:27]C(=O)OC(C)(C)C)[CH:23]=[CH:24][CH:25]=2)[CH:20]=[N:19]1)([C:8]1[CH:13]=[CH:12][C:11]([C:14]([F:17])([F:16])[F:15])=[CH:10][CH:9]=1)[CH:5]([OH:7])[CH3:6].Cl.CO. Product: [NH2:27][C:22]1[CH:23]=[CH:24][CH:25]=[C:26]2[C:21]=1[CH:20]=[N:19][N:18]2[C:4]([C:8]1[CH:9]=[CH:10][C:11]([C:14]([F:16])([F:17])[F:15])=[CH:12][CH:13]=1)([CH2:3][CH:2]([F:1])[F:35])[CH:5]([OH:7])[CH3:6]. The catalyst class is: 5. (5) Reactant: [N:1]1([C:10]2[N:18]=[C:17](Cl)[N:16]=[C:15]3[C:11]=2[N:12]=[CH:13][NH:14]3)[C:5]2[CH:6]=[CH:7][CH:8]=[CH:9][C:4]=2[N:3]=[CH:2]1.[NH2:20][CH:21]([CH2:24][OH:25])[CH2:22][OH:23]. Product: [N:1]1([C:10]2[N:18]=[C:17]([NH:20][CH:21]([CH2:24][OH:25])[CH2:22][OH:23])[N:16]=[C:15]3[C:11]=2[N:12]=[CH:13][NH:14]3)[C:5]2[CH:6]=[CH:7][CH:8]=[CH:9][C:4]=2[N:3]=[CH:2]1. The catalyst class is: 16. (6) Reactant: [CH:1]12[CH2:7][CH:4]([NH:5][CH2:6]1)[CH2:3][N:2]2[C:8]1[C:17]2[C:12](=[CH:13][CH:14]=[CH:15][CH:16]=2)[N:11]=[C:10]([C:18]2[CH:23]=[CH:22][N:21]=[C:20]([NH:24][CH:25]([C:27]3[CH:32]=[CH:31][CH:30]=[CH:29][CH:28]=3)[CH3:26])[CH:19]=2)[CH:9]=1.[CH2:33]=O.CO. Product: [CH3:33][N:5]1[CH2:6][C@@H:1]2[CH2:7][C@H:4]1[CH2:3][N:2]2[C:8]1[C:17]2[C:12](=[CH:13][CH:14]=[CH:15][CH:16]=2)[N:11]=[C:10]([C:18]2[CH:23]=[CH:22][N:21]=[C:20]([NH:24][C@H:25]([C:27]3[CH:32]=[CH:31][CH:30]=[CH:29][CH:28]=3)[CH3:26])[CH:19]=2)[CH:9]=1. The catalyst class is: 373. (7) Reactant: [F:1][C:2]([F:35])([F:34])[C:3]1[CH:4]=[C:5]([CH2:13][O:14][C@@H:15]2[CH2:21][CH2:20][C@@H:19]3[N:22]([CH2:23][C:24]#[C:25][CH2:26]Cl)[C@@:16]2([C:28]2[CH:33]=[CH:32][CH:31]=[CH:30][CH:29]=2)[CH2:17][CH2:18]3)[CH:6]=[C:7]([C:9]([F:12])([F:11])[F:10])[CH:8]=1.[N-:36]=[N+:37]=[N-:38].[Na+]. Product: [N:36]([CH2:26][C:25]#[C:24][CH2:23][N:22]1[C@@H:19]2[CH2:18][CH2:17][C@@:16]1([C:28]1[CH:33]=[CH:32][CH:31]=[CH:30][CH:29]=1)[C@H:15]([O:14][CH2:13][C:5]1[CH:4]=[C:3]([C:2]([F:35])([F:34])[F:1])[CH:8]=[C:7]([C:9]([F:12])([F:11])[F:10])[CH:6]=1)[CH2:21][CH2:20]2)=[N+:37]=[N-:38]. The catalyst class is: 35. (8) Reactant: [Cl:1][C:2]1[CH:7]=[C:6]([C:8]2[CH:13]=[CH:12][CH:11]=[CH:10][C:9]=2[C:14]([F:17])([F:16])[F:15])[N:5]=[C:4]([NH:18][C:19]([C:21]2[N:22]([CH3:31])[N:23]=[C:24]([C:27]([CH3:30])([CH3:29])[CH3:28])[C:25]=2[Cl:26])=[O:20])[C:3]=1[N+:32]([O-])=O.O.[NH4+].[Cl-]. Product: [NH2:32][C:3]1[C:4]([NH:18][C:19]([C:21]2[N:22]([CH3:31])[N:23]=[C:24]([C:27]([CH3:29])([CH3:28])[CH3:30])[C:25]=2[Cl:26])=[O:20])=[N:5][C:6]([C:8]2[CH:13]=[CH:12][CH:11]=[CH:10][C:9]=2[C:14]([F:15])([F:16])[F:17])=[CH:7][C:2]=1[Cl:1]. The catalyst class is: 447.